Predict the reactants needed to synthesize the given product. From a dataset of Retrosynthesis with 50K atom-mapped reactions and 10 reaction types from USPTO. (1) Given the product CC(C)(C)OC(=O)N1CCC(Oc2ncccc2F)CC1, predict the reactants needed to synthesize it. The reactants are: CC(C)(C)OC(=O)N1CCC(OS(C)(=O)=O)CC1.Oc1ncccc1F. (2) Given the product CCCS(=O)(=O)Nc1ccc(F)c(C(=O)c2c[nH]c3ncc(C(=O)NCC)cc23)c1F, predict the reactants needed to synthesize it. The reactants are: CCCS(=O)(=O)Nc1ccc(F)c(C(=O)c2c[nH]c3ncc(C(=O)O)cc23)c1F.CCN. (3) Given the product CCCCCCCCOc1ccc(-c2cnc(-c3ccc(OCCCCCC)c(F)c3F)nc2)cn1, predict the reactants needed to synthesize it. The reactants are: CCCCCCBr.CCCCCCCCOc1ccc(-c2cnc(-c3ccc(O)c(F)c3F)nc2)cn1. (4) Given the product O=S(=O)(Oc1ccc(C2(c3cccc(Br)c3)NC(=S)N3CCCN=C32)cc1)C1CC1, predict the reactants needed to synthesize it. The reactants are: O=S(=O)(Cl)C1CC1.Oc1ccc(C2(c3cccc(Br)c3)NC(=S)N3CCCN=C32)cc1. (5) Given the product CC(C)(C)c1cc2c(Br)c(-c3ccccc3)cc(C(=O)O)c2o1, predict the reactants needed to synthesize it. The reactants are: COC(=O)c1cc(-c2ccccc2)c(Br)c2cc(C(C)(C)C)oc12.